Predict the product of the given reaction. From a dataset of Forward reaction prediction with 1.9M reactions from USPTO patents (1976-2016). (1) Given the reactants [NH2:1][CH2:2][C:3]1([N:7]([CH2:15][C:16]2[CH:21]=[CH:20][CH:19]=[CH:18][CH:17]=2)[CH2:8][C:9]2[CH:14]=[CH:13][CH:12]=[CH:11][CH:10]=2)[CH2:6][O:5][CH2:4]1.[F:22][C:23]([F:34])([F:33])[C:24](O[C:24](=[O:25])[C:23]([F:34])([F:33])[F:22])=[O:25], predict the reaction product. The product is: [CH2:15]([N:7]([CH2:8][C:9]1[CH:14]=[CH:13][CH:12]=[CH:11][CH:10]=1)[C:3]1([CH2:2][NH:1][C:24](=[O:25])[C:23]([F:34])([F:33])[F:22])[CH2:6][O:5][CH2:4]1)[C:16]1[CH:21]=[CH:20][CH:19]=[CH:18][CH:17]=1. (2) Given the reactants Br.C(OC(=O)[NH:8][C:9]1[CH:14]=[CH:13][CH:12]=[CH:11][C:10]=1[NH:15][C:16](=[O:37])/[CH:17]=[CH:18]/[C:19]1[CH:23]=[CH:22][N:21]([S:24]([C:27]2[CH:36]=[CH:35][C:34]3[C:29](=[CH:30][CH:31]=[CH:32][CH:33]=3)[CH:28]=2)(=[O:26])=[O:25])[CH:20]=1)(C)(C)C, predict the reaction product. The product is: [NH2:8][C:9]1[CH:14]=[CH:13][CH:12]=[CH:11][C:10]=1[NH:15][C:16](=[O:37])/[CH:17]=[CH:18]/[C:19]1[CH:23]=[CH:22][N:21]([S:24]([C:27]2[CH:36]=[CH:35][C:34]3[C:29](=[CH:30][CH:31]=[CH:32][CH:33]=3)[CH:28]=2)(=[O:26])=[O:25])[CH:20]=1. (3) Given the reactants I[C:2]1[CH:7]=[CH:6][C:5]([I:8])=[CH:4][CH:3]=1.Cl.[NH2:10][CH2:11][C:12]([O:14][C:15]([CH3:18])([CH3:17])[CH3:16])=[O:13].N#N.C([O-])([O-])=O.[K+].[K+], predict the reaction product. The product is: [I:8][C:5]1[CH:6]=[CH:7][C:2]([NH:10][CH2:11][C:12]([O:14][C:15]([CH3:18])([CH3:17])[CH3:16])=[O:13])=[CH:3][CH:4]=1. (4) Given the reactants C(OC(=O)C)(=O)C.[N+:8]([O-:11])(O)=[O:9].[CH3:12][N:13]1[CH:17]=[CH:16][CH:15]=[C:14]1[C:18]([OH:20])=[O:19], predict the reaction product. The product is: [CH3:12][N:13]1[CH:17]=[C:16]([N+:8]([O-:11])=[O:9])[CH:15]=[C:14]1[C:18]([OH:20])=[O:19]. (5) Given the reactants CC(C[AlH]CC(C)C)C.[C:10]([O:14][C:15]([N:17]1[CH2:22][CH2:21][C:20]([C:32]#N)([C:23]2[CH:28]=[CH:27][C:26]([CH:29]([F:31])[F:30])=[CH:25][CH:24]=2)[CH2:19][CH2:18]1)=[O:16])([CH3:13])([CH3:12])[CH3:11].C([O:36]CC)C, predict the reaction product. The product is: [C:10]([O:14][C:15]([N:17]1[CH2:22][CH2:21][C:20]([C:23]2[CH:28]=[CH:27][C:26]([CH:29]([F:31])[F:30])=[CH:25][CH:24]=2)([CH:32]=[O:36])[CH2:19][CH2:18]1)=[O:16])([CH3:13])([CH3:12])[CH3:11]. (6) The product is: [Br:15][CH2:13][C:12]([C:2]1([OH:1])[CH2:7][C:6]([CH3:8])([CH3:9])[O:5][C:4]([CH3:11])([CH3:10])[CH2:3]1)=[O:14]. Given the reactants [OH:1][C:2]1([C:12](=[O:14])[CH3:13])[CH2:7][C:6]([CH3:9])([CH3:8])[O:5][C:4]([CH3:11])([CH3:10])[CH2:3]1.[Br:15]Br, predict the reaction product.